The task is: Predict the reaction yield, written as a fraction of the theoretical maximum amount of product (1.0 means a 100% yield; for example, 0.34 means a 34% yield).. This data is from Reaction yield outcomes from USPTO patents with 853,638 reactions. (1) The reactants are [Br:1]Br.[OH:3][C:4]1[CH:12]=[CH:11][C:7]([C:8]([OH:10])=[O:9])=[CH:6][N:5]=1. The catalyst is O. The product is [Br:1][C:12]1[C:4]([OH:3])=[N:5][CH:6]=[C:7]([CH:11]=1)[C:8]([OH:10])=[O:9]. The yield is 0.820. (2) The reactants are [CH3:1][P:2](=[O:19])([CH3:18])[C:3]1[CH:8]=[CH:7][C:6]([N+:9]([O-])=O)=[C:5]([S:12]([CH:15]([CH3:17])[CH3:16])(=[O:14])=[O:13])[CH:4]=1. The catalyst is C(O)C.[Pd]. The product is [CH3:18][P:2]([C:3]1[CH:8]=[CH:7][C:6]([NH2:9])=[C:5]([S:12]([CH:15]([CH3:17])[CH3:16])(=[O:14])=[O:13])[CH:4]=1)([CH3:1])=[O:19]. The yield is 0.500.